This data is from Experimentally validated miRNA-target interactions with 360,000+ pairs, plus equal number of negative samples. The task is: Binary Classification. Given a miRNA mature sequence and a target amino acid sequence, predict their likelihood of interaction. (1) The miRNA is hsa-miR-3150a-5p with sequence CAACCUCGACGAUCUCCUCAGC. The protein sequence of the target gene is MALNNFLFAQCVCYFLAFLFSFVVVVPLSENGHDFRGRCLLFTEGMWLSANLTMQGRERFTVQEWGPPAACRFSLLASLLSLLLAAAHAWRTLFFLCKGHEGSFFYAFLNLLVSAFVVFLVFIASTIVSVGFTMWCDTITEKGSTPHSCEEFQETDLELNVDNSAFYHQFAIAQFGLWASWLAWLAITTLAFLKVYHNYRQEDLLDSLVHEKELLLARPTSRTSFQGEKSAVI. Result: 0 (no interaction). (2) The miRNA is hsa-miR-548bb-5p with sequence AAAAGUAACUAUGGUUUUUGCC. The protein sequence of the target gene is MGCRDVHAATVLSFLCGIASVAGLFAGTLLPNWRKLRLITFNRNEKNLTIYTGLWVKCARYDGSSDCLMYDRTWYLSVDQLDLRVLQFALPLSIVIAMGALLLCLIGMCNTAFNSSVPNIKLAKCLVNSAGCHLVAGLLFFLAGTVSLSPSIWAIFYNSHLNRKFEPVFTFDYAVFVTIASSGGLFMTALLLFVWYCACKSLSSPFWQPLYSHAPGMHTYSQPYSSRSRLSAIEIDIPVVSHST. Result: 0 (no interaction). (3) The protein sequence of the target gene is MLGWIKCLMRMWFQRVGVSMQSVLWSGKPYGSSRSIVRKIGTNLSLIQCPRVQFQLTSHATEWSPAHSGEDAVASFADVGLVATEEGECSIRLRAEVSSKPPHEDDPPCFEKPPSRHTSFPSLSQDKPSPERTLASEEALQKISALENELAALRAQIAKIVTLQEQQSPSAGCLDSSTSVTVAPPPPPPPPPPPLPLVLHQSTSALDLIKERREQRLSAGKTLATGHPKKPDMPNMLEILKDMNSVKLRSVKRSEKDVKPRPADTDHAAFIAEALKKKFAYRHNSQGETERGIPKPESEA.... Result: 0 (no interaction). The miRNA is hsa-miR-1257 with sequence AGUGAAUGAUGGGUUCUGACC. (4) The miRNA is hsa-miR-4524b-5p with sequence AUAGCAGCAUAAGCCUGUCUC. The protein sequence of the target gene is MAVVNTSIPGLSGENPHYIPGYTGHCPLLRFSMGQTYGQVTGQLLRGPPGLAWPPAHRTLLPPIQSPRSPVISKGRLPPRRGHERLSSSIIPGYTGFIPRAQFIFAKNCNQVWAEAMSEFTRRHGEQESHQLPDGAKGEREVEEDQLREAEEPPLKQELAHASPYSMDDTDPHKFFMSGFTGYVPRARFLFGSSFPVLTNQALQEFGQMCSRGRAHKDPKPLSPLPRPTFQNLGLLPHYGGYVPGYKFQFGGTFGHLTHDALGLSITQKQLPA. Result: 0 (no interaction). (5) The miRNA is mmu-miR-465c-5p with sequence UAUUUAGAAUGGCGCUGAUCUG. The protein sequence of the target gene is MKKMSNIYESAANTLGIFNSPCLTKVELRVACKGISDRDALSKPDPCVILKMQSHGQWFEVDRTEVIRTCINPVYSKLFTVDFYFEEVQRLRFEVHDISSNHNGLKEADFLGGMECTLGQIVSQRKLSKSLLKHGNTAGKSSITVIAEELSGNDDYVELAFNARKLDDKDFFSKSDPFLEIFRMNDDATQQLVHRTEVVMNNLSPAWKSFKVSVNSLCSGDPDRRLKCIVWDWDSNGKHDFIGEFTSTFKEMRGAMEGKQVQWECINPKYKAKKKNYKNSGTVILNLCKIHKMHSFLDYI.... Result: 0 (no interaction).